From a dataset of NCI-60 drug combinations with 297,098 pairs across 59 cell lines. Regression. Given two drug SMILES strings and cell line genomic features, predict the synergy score measuring deviation from expected non-interaction effect. (1) Drug 1: CCC(=C(C1=CC=CC=C1)C2=CC=C(C=C2)OCCN(C)C)C3=CC=CC=C3.C(C(=O)O)C(CC(=O)O)(C(=O)O)O. Drug 2: C1CC(=O)NC(=O)C1N2C(=O)C3=CC=CC=C3C2=O. Cell line: PC-3. Synergy scores: CSS=3.19, Synergy_ZIP=-2.46, Synergy_Bliss=-3.29, Synergy_Loewe=-5.57, Synergy_HSA=-3.19. (2) Drug 1: CN1C(=O)N2C=NC(=C2N=N1)C(=O)N. Drug 2: C(=O)(N)NO. Cell line: NCI-H226. Synergy scores: CSS=1.17, Synergy_ZIP=-0.984, Synergy_Bliss=-3.23, Synergy_Loewe=-0.937, Synergy_HSA=-2.87. (3) Drug 1: CC1=C(C=C(C=C1)C(=O)NC2=CC(=CC(=C2)C(F)(F)F)N3C=C(N=C3)C)NC4=NC=CC(=N4)C5=CN=CC=C5. Drug 2: CN(CCCl)CCCl.Cl. Cell line: RPMI-8226. Synergy scores: CSS=56.6, Synergy_ZIP=-6.47, Synergy_Bliss=-7.29, Synergy_Loewe=-1.13, Synergy_HSA=0.757. (4) Drug 1: CN(C)C1=NC(=NC(=N1)N(C)C)N(C)C. Drug 2: CC1=C(C(=CC=C1)Cl)NC(=O)C2=CN=C(S2)NC3=CC(=NC(=N3)C)N4CCN(CC4)CCO. Cell line: SNB-75. Synergy scores: CSS=10.7, Synergy_ZIP=-2.36, Synergy_Bliss=2.01, Synergy_Loewe=-42.8, Synergy_HSA=-1.25. (5) Drug 1: C1=NC2=C(N=C(N=C2N1C3C(C(C(O3)CO)O)O)F)N. Drug 2: CC1CCC2CC(C(=CC=CC=CC(CC(C(=O)C(C(C(=CC(C(=O)CC(OC(=O)C3CCCCN3C(=O)C(=O)C1(O2)O)C(C)CC4CCC(C(C4)OC)OCCO)C)C)O)OC)C)C)C)OC. Cell line: HCC-2998. Synergy scores: CSS=26.9, Synergy_ZIP=-0.579, Synergy_Bliss=1.07, Synergy_Loewe=-0.557, Synergy_HSA=1.26. (6) Drug 2: C#CCC(CC1=CN=C2C(=N1)C(=NC(=N2)N)N)C3=CC=C(C=C3)C(=O)NC(CCC(=O)O)C(=O)O. Synergy scores: CSS=14.4, Synergy_ZIP=-12.9, Synergy_Bliss=-17.0, Synergy_Loewe=-41.4, Synergy_HSA=-15.6. Drug 1: C1=CC(=CC=C1CC(C(=O)O)N)N(CCCl)CCCl.Cl. Cell line: LOX IMVI. (7) Drug 1: CN1C2=C(C=C(C=C2)N(CCCl)CCCl)N=C1CCCC(=O)O.Cl. Drug 2: C1=NNC2=C1C(=O)NC=N2. Cell line: COLO 205. Synergy scores: CSS=6.99, Synergy_ZIP=-4.62, Synergy_Bliss=-3.13, Synergy_Loewe=-3.07, Synergy_HSA=-3.07. (8) Drug 1: C1=NC(=NC(=O)N1C2C(C(C(O2)CO)O)O)N. Drug 2: CCN(CC)CCNC(=O)C1=C(NC(=C1C)C=C2C3=C(C=CC(=C3)F)NC2=O)C. Cell line: DU-145. Synergy scores: CSS=15.6, Synergy_ZIP=-3.04, Synergy_Bliss=1.28, Synergy_Loewe=-10.8, Synergy_HSA=1.05. (9) Drug 1: CC1=C(N=C(N=C1N)C(CC(=O)N)NCC(C(=O)N)N)C(=O)NC(C(C2=CN=CN2)OC3C(C(C(C(O3)CO)O)O)OC4C(C(C(C(O4)CO)O)OC(=O)N)O)C(=O)NC(C)C(C(C)C(=O)NC(C(C)O)C(=O)NCCC5=NC(=CS5)C6=NC(=CS6)C(=O)NCCC[S+](C)C)O. Drug 2: COC1=C2C(=CC3=C1OC=C3)C=CC(=O)O2. Cell line: OVCAR-8. Synergy scores: CSS=29.7, Synergy_ZIP=-0.756, Synergy_Bliss=-1.99, Synergy_Loewe=-20.3, Synergy_HSA=-1.81.